Dataset: Forward reaction prediction with 1.9M reactions from USPTO patents (1976-2016). Task: Predict the product of the given reaction. Given the reactants [Cl:1][C:2]1[N:7]=[CH:6][C:5]([NH:8][CH3:9])=[C:4](I)[CH:3]=1.[F:11][C:12]1[CH:13]=[CH:14][C:15]([CH3:21])=[C:16](B(O)O)[CH:17]=1, predict the reaction product. The product is: [Cl:1][C:2]1[N:7]=[CH:6][C:5]([NH:8][CH3:9])=[C:4]([C:14]2[CH:13]=[C:12]([F:11])[CH:17]=[CH:16][C:15]=2[CH3:21])[CH:3]=1.